From a dataset of Catalyst prediction with 721,799 reactions and 888 catalyst types from USPTO. Predict which catalyst facilitates the given reaction. Reactant: [OH:1][C:2]1[N:3]([C:18]2[CH:23]=[CH:22][C:21]([CH2:24][N:25]3[CH2:30][CH2:29][NH:28][CH2:27][CH2:26]3)=[CH:20][CH:19]=2)[C:4]([C:7]2[CH:12]=[C:11]([CH:13]([CH3:15])[CH3:14])[C:10]([OH:16])=[CH:9][C:8]=2[OH:17])=[N:5][N:6]=1.[CH3:31][N:32]([CH2:40][CH2:41][CH2:42][CH:43]=O)[C:33](=[O:39])[O:34][C:35]([CH3:38])([CH3:37])[CH3:36].[BH3-]C#N.[Na+]. Product: [C:35]([O:34][C:33](=[O:39])[N:32]([CH2:40][CH2:41][CH2:42][CH2:43][N:28]1[CH2:27][CH2:26][N:25]([CH2:24][C:21]2[CH:20]=[CH:19][C:18]([N:3]3[C:2]([OH:1])=[N:6][N:5]=[C:4]3[C:7]3[CH:12]=[C:11]([CH:13]([CH3:15])[CH3:14])[C:10]([OH:16])=[CH:9][C:8]=3[OH:17])=[CH:23][CH:22]=2)[CH2:30][CH2:29]1)[CH3:31])([CH3:38])([CH3:37])[CH3:36]. The catalyst class is: 130.